From a dataset of Catalyst prediction with 721,799 reactions and 888 catalyst types from USPTO. Predict which catalyst facilitates the given reaction. (1) Reactant: Cl[C:2]1[C:11]2[C:6](=[CH:7][C:8]([F:13])=[CH:9][C:10]=2[F:12])[N:5]=[C:4]([C:14]2[CH:15]=[C:16]3[C:20](=[CH:21][CH:22]=2)[N:19]([CH3:23])[CH:18]=[CH:17]3)[C:3]=1[CH3:24].[CH3:25][C:26]1([CH3:41])[C:30]2=[N:31][CH:32]=[C:33]([N:35]3[CH2:40][CH2:39][O:38][CH2:37][CH2:36]3)[CH:34]=[C:29]2[NH:28][CH2:27]1.C1(P(C2CCCCC2)C2C=CC=CC=2C2C(C(C)C)=CC(C(C)C)=CC=2C(C)C)CCCCC1.CC(C)([O-])C.[Na+]. Product: [CH3:25][C:26]1([CH3:41])[C:30]2=[N:31][CH:32]=[C:33]([N:35]3[CH2:40][CH2:39][O:38][CH2:37][CH2:36]3)[CH:34]=[C:29]2[N:28]([C:2]2[C:11]3[C:6](=[CH:7][C:8]([F:13])=[CH:9][C:10]=3[F:12])[N:5]=[C:4]([C:14]3[CH:15]=[C:16]4[C:20](=[CH:21][CH:22]=3)[N:19]([CH3:23])[CH:18]=[CH:17]4)[C:3]=2[CH3:24])[CH2:27]1. The catalyst class is: 187. (2) Reactant: [NH:1]1[CH2:6][CH2:5][CH2:4][CH2:3][CH2:2]1.[F:7][C:8]1[CH:15]=[CH:14][C:11]([CH:12]=O)=[CH:10][CH:9]=1.[C:16]([C:20]1[CH:25]=[C:24]([C:26]([CH3:29])([CH3:28])[CH3:27])[CH:23]=[CH:22][C:21]=1[OH:30])([CH3:19])([CH3:18])[CH3:17]. Product: [C:16]([C:20]1[CH:25]=[C:24]([C:26]([CH3:29])([CH3:28])[CH3:27])[CH:23]=[C:22]([CH:12]([C:11]2[CH:14]=[CH:15][C:8]([F:7])=[CH:9][CH:10]=2)[N:1]2[CH2:6][CH2:5][CH2:4][CH2:3][CH2:2]2)[C:21]=1[OH:30])([CH3:19])([CH3:18])[CH3:17]. The catalyst class is: 11. (3) The catalyst class is: 5. Product: [ClH:24].[C:1]1([CH3:14])[CH:6]=[CH:5][C:4]([C:7]23[CH2:12][CH:11]2[CH2:10][CH2:9][CH:8]3[NH2:22])=[CH:3][CH:2]=1.[ClH:24].[CH2:15]([O:13][CH2:8][CH3:9])[CH3:16]. Reactant: [C:1]1([CH3:14])[CH:6]=[CH:5][C:4]([C:7]23[CH2:12][CH:11]2[CH2:10][CH2:9][C:8]3=[O:13])=[CH:3][CH:2]=1.[C:15]([O-])(=O)[CH3:16].[NH4+].[BH3-]C#[N:22].[Na+].[ClH:24].C#N. (4) The catalyst class is: 579. Reactant: [CH2:1]([N:3]([CH2:19][CH3:20])[CH2:4][CH2:5][NH:6][S:7]([C:10]1[CH:15]=[CH:14][C:13]([N+:16]([O-])=O)=[CH:12][CH:11]=1)(=[O:9])=[O:8])[CH3:2].C([O-])=O.[NH4+]. Product: [NH2:16][C:13]1[CH:14]=[CH:15][C:10]([S:7]([NH:6][CH2:5][CH2:4][N:3]([CH2:19][CH3:20])[CH2:1][CH3:2])(=[O:8])=[O:9])=[CH:11][CH:12]=1. (5) Reactant: C([O:3][C:4]([C@@H:6]1[CH2:10][CH2:9][C:8](=[O:11])[N:7]1[CH2:12][C:13]1[CH:18]=[CH:17][CH:16]=[C:15]([CH2:19][O:20][C:21]2[CH:26]=[CH:25][C:24]([C:27]3[CH:32]=[C:31]([F:33])[C:30]([F:34])=[CH:29][C:28]=3[O:35][CH3:36])=[CH:23][CH:22]=2)[CH:14]=1)=[O:5])C.[OH-].[Li+].CO. Product: [F:34][C:30]1[C:31]([F:33])=[CH:32][C:27]([C:24]2[CH:25]=[CH:26][C:21]([O:20][CH2:19][C:15]3[CH:14]=[C:13]([CH:18]=[CH:17][CH:16]=3)[CH2:12][N:7]3[C:8](=[O:11])[CH2:9][CH2:10][C@H:6]3[C:4]([OH:5])=[O:3])=[CH:22][CH:23]=2)=[C:28]([O:35][CH3:36])[CH:29]=1. The catalyst class is: 1. (6) Product: [F:1][C:2]1[CH:3]=[C:4]([C:9]2[C:10]([CH:19]([NH:21][C:23]3[N:31]=[CH:30][N:29]=[C:28]4[C:24]=3[N:25]=[CH:26][N:27]4[CH:32]3[CH2:37][CH2:36][CH2:35][CH2:34][O:33]3)[CH3:20])=[N:11][C:12]3[C:17]([N:18]=2)=[CH:16][CH:15]=[CH:14][CH:13]=3)[CH:5]=[C:6]([F:8])[CH:7]=1. Reactant: [F:1][C:2]1[CH:3]=[C:4]([C:9]2[C:10]([CH:19]([NH2:21])[CH3:20])=[N:11][C:12]3[C:17]([N:18]=2)=[CH:16][CH:15]=[CH:14][CH:13]=3)[CH:5]=[C:6]([F:8])[CH:7]=1.Cl[C:23]1[N:31]=[CH:30][N:29]=[C:28]2[C:24]=1[N:25]=[CH:26][N:27]2[CH:32]1[CH2:37][CH2:36][CH2:35][CH2:34][O:33]1.CCN(C(C)C)C(C)C. The catalyst class is: 41. (7) Reactant: [Br:1][C:2]1[CH:7]=[CH:6][CH:5]=[CH:4][C:3]=1[C:8]1[C:17]2[C:12](=[CH:13][CH:14]=[CH:15][CH:16]=2)[CH2:11][CH2:10][N:9]=1.ClC1C=CC=CC=1Cl. Product: [Br:1][C:2]1[CH:7]=[CH:6][CH:5]=[CH:4][C:3]=1[C:8]1[C:17]2[C:12](=[CH:13][CH:14]=[CH:15][CH:16]=2)[CH:11]=[CH:10][N:9]=1. The catalyst class is: 661.